Dataset: Forward reaction prediction with 1.9M reactions from USPTO patents (1976-2016). Task: Predict the product of the given reaction. (1) Given the reactants [Si]([O:18][CH2:19][C@@H:20]1[C@H:24]2[O:25][C:26]([CH3:29])([CH3:28])[O:27][C@H:23]2[C@H:22]([C:30]2[C:34]3[N:35]=[CH:36][N:37]=[C:38]([NH2:39])[C:33]=3[S:32][CH:31]=2)[O:21]1)(C(C)(C)C)(C1C=CC=CC=1)C1C=CC=CC=1.[F-].C([N+](CCCC)(CCCC)CCCC)CCC, predict the reaction product. The product is: [NH2:39][C:38]1[C:33]2[S:32][CH:31]=[C:30]([C@H:22]3[C@H:23]4[C@H:24]([O:25][C:26]([CH3:28])([CH3:29])[O:27]4)[C@@H:20]([CH2:19][OH:18])[O:21]3)[C:34]=2[N:35]=[CH:36][N:37]=1. (2) Given the reactants [CH3:1][O:2][C:3]1[CH:4]=[CH:5][C:6]2[CH2:12][C:11](=[O:13])[CH2:10][CH2:9][CH2:8][C:7]=2[CH:14]=1.[Li+].C[Si]([N-][Si](C)(C)C)(C)C.[CH:25](=O)[CH3:26], predict the reaction product. The product is: [CH:25](=[C:12]1/[C:11](=[O:13])[CH2:10][CH2:9][CH2:8][C:7]2[CH:14]=[C:3]([O:2][CH3:1])[CH:4]=[CH:5][C:6]/1=2)\[CH3:26]. (3) The product is: [F:4][C:3]([F:6])([F:5])[C:1]([OH:7])=[O:2].[N:8]1([C:17](=[O:31])/[CH:18]=[CH:19]/[C@@H:20]([NH2:23])[CH2:21][CH3:22])[C:16]2[C:11](=[CH:12][CH:13]=[CH:14][CH:15]=2)[CH2:10][CH2:9]1. Given the reactants [C:1]([OH:7])([C:3]([F:6])([F:5])[F:4])=[O:2].[N:8]1([C:17](=[O:31])/[CH:18]=[CH:19]/[C@@H:20]([NH:23]C(=O)OC(C)(C)C)[CH2:21][CH3:22])[C:16]2[C:11](=[CH:12][CH:13]=[CH:14][CH:15]=2)[CH2:10][CH2:9]1, predict the reaction product. (4) Given the reactants [C:1]([O:5][CH2:6][CH2:7][CH2:8][CH2:9][CH2:10][CH:11]([CH3:13])[CH3:12])(=[O:4])[CH:2]=[CH2:3].[C:14]([NH2:18])(=[O:17])[CH:15]=[CH2:16].[C:19]([O:22][CH:23]=[CH2:24])(=[O:21])[CH3:20].CO, predict the reaction product. The product is: [C:1]([O:5][CH2:6][CH2:7][CH2:8][CH2:9][CH2:10][CH:11]([CH3:13])[CH3:12])(=[O:4])[CH:2]=[CH2:3].[C:14]([NH2:18])(=[O:17])[CH:15]=[CH2:16].[C:19]([O:22][CH:23]=[CH2:24])(=[O:21])[CH3:20]. (5) Given the reactants C(O[C:4]([C:6]1([CH2:13][CH2:14]OC)[CH2:11][CH2:10][CH:9]([OH:12])[CH2:8][CH2:7]1)=[O:5])C.[NH2:17][C:18]1[CH:23]=[CH:22][C:21]([O:24][S:25]([CH:28]2[CH2:30][CH2:29]2)(=[O:27])=[O:26])=[CH:20][CH:19]=1, predict the reaction product. The product is: [OH:12][CH:9]1[CH2:8][CH2:7][C:6]2([C:4](=[O:5])[N:17]([C:18]3[CH:23]=[CH:22][C:21]([O:24][S:25]([CH:28]4[CH2:30][CH2:29]4)(=[O:27])=[O:26])=[CH:20][CH:19]=3)[CH2:14][CH2:13]2)[CH2:11][CH2:10]1. (6) Given the reactants [CH2:1]([O:8][C:9]1[CH:18]=[C:17]([O:19][CH2:20][C:21]2[CH:26]=[CH:25][CH:24]=[CH:23][CH:22]=2)[C:16]([S:27](=[O:34])(=[O:33])[N:28]([CH3:32])[CH2:29][CH2:30][CH3:31])=[CH:15][C:10]=1[C:11]([O:13]C)=[O:12])[C:2]1[CH:7]=[CH:6][CH:5]=[CH:4][CH:3]=1.[OH-].[Na+], predict the reaction product. The product is: [CH2:1]([O:8][C:9]1[CH:18]=[C:17]([O:19][CH2:20][C:21]2[CH:22]=[CH:23][CH:24]=[CH:25][CH:26]=2)[C:16]([S:27](=[O:33])(=[O:34])[N:28]([CH3:32])[CH2:29][CH2:30][CH3:31])=[CH:15][C:10]=1[C:11]([OH:13])=[O:12])[C:2]1[CH:7]=[CH:6][CH:5]=[CH:4][CH:3]=1.